This data is from Full USPTO retrosynthesis dataset with 1.9M reactions from patents (1976-2016). The task is: Predict the reactants needed to synthesize the given product. (1) Given the product [ClH:32].[NH2:22][C@@H:11]([CH2:12][C:13]1[C:14]2[CH:21]=[CH:20][CH:19]=[CH:18][C:15]=2[S:16][CH:17]=1)[C:10]([N:6]1[CH2:7][CH2:8][CH2:9][C@H:5]1[C:3]([N:2]([CH3:31])[CH3:1])=[O:4])=[O:30], predict the reactants needed to synthesize it. The reactants are: [CH3:1][N:2]([CH3:31])[C:3]([C@@H:5]1[CH2:9][CH2:8][CH2:7][N:6]1[C:10](=[O:30])[C@@H:11]([NH:22]C(OC(C)(C)C)=O)[CH2:12][C:13]1[C:14]2[CH:21]=[CH:20][CH:19]=[CH:18][C:15]=2[S:16][CH:17]=1)=[O:4].[ClH:32].O1CCOCC1. (2) The reactants are: [Cl:1][C:2]1[CH:3]=[C:4]([S:9][C:10]2[NH:11][C:12]3[C:17]([N:18]=2)=[C:16]([NH2:19])[N:15]=[CH:14][N:13]=3)[CH:5]=[C:6]([Cl:8])[CH:7]=1.C([O-])([O-])=O.[Cs+].[Cs+].BrCCCCCC[C:33]1[CH:41]=[CH:40][CH:39]=[C:35]([C:36](N)=[O:37])[C:34]=1[C:42]([NH2:44])=[O:43]. Given the product [NH2:19][C:16]1[N:15]=[CH:14][N:13]=[C:12]2[C:17]=1[N:18]=[C:10]([S:9][C:4]1[CH:3]=[C:2]([Cl:1])[CH:7]=[C:6]([Cl:8])[CH:5]=1)[N:11]2[CH2:4][CH2:3][CH2:2][CH2:7][CH2:6][CH2:5][N:44]1[C:42](=[O:43])[C:34]2[C:35](=[CH:39][CH:40]=[CH:41][CH:33]=2)[C:36]1=[O:37], predict the reactants needed to synthesize it. (3) Given the product [Cl:41][C:13]1[CH:12]=[C:11]([C:1]2[CH:6]=[CH:5][CH:4]=[CH:3][CH:2]=2)[C:19]2[N:18]=[C:17]([C:20]3([C:33]#[N:34])[CH2:25][CH2:24][N:23]([C:26]([O:28][C:29]([CH3:31])([CH3:30])[CH3:32])=[O:27])[CH2:22][CH2:21]3)[N:16]([S:35](=[O:39])(=[O:40])[N:36]([CH3:38])[CH3:37])[C:15]=2[CH:14]=1, predict the reactants needed to synthesize it. The reactants are: [C:1]1(B(O)O)[CH:6]=[CH:5][CH:4]=[CH:3][CH:2]=1.Br[C:11]1[C:19]2[N:18]=[C:17]([C:20]3([C:33]#[N:34])[CH2:25][CH2:24][N:23]([C:26]([O:28][C:29]([CH3:32])([CH3:31])[CH3:30])=[O:27])[CH2:22][CH2:21]3)[N:16]([S:35](=[O:40])(=[O:39])[N:36]([CH3:38])[CH3:37])[C:15]=2[CH:14]=[C:13]([Cl:41])[CH:12]=1. (4) Given the product [CH2:1]([O:3][C:4](=[O:25])[N:5]([CH2:12][CH2:13][NH:14][C:15]1[CH:16]=[CH:17][C:18]2[N:19]([C:21]([C:32]3[CH:33]=[CH:34][C:29]([C:26](=[O:28])[NH2:27])=[CH:30][CH:31]=3)=[CH:22][N:23]=2)[N:20]=1)[C:6]1[CH:11]=[CH:10][CH:9]=[CH:8][CH:7]=1)[CH3:2], predict the reactants needed to synthesize it. The reactants are: [CH2:1]([O:3][C:4](=[O:25])[N:5]([CH2:12][CH2:13][NH:14][C:15]1[CH:16]=[CH:17][C:18]2[N:19]([C:21](Br)=[CH:22][N:23]=2)[N:20]=1)[C:6]1[CH:11]=[CH:10][CH:9]=[CH:8][CH:7]=1)[CH3:2].[C:26]([C:29]1[CH:34]=[CH:33][C:32](B(O)O)=[CH:31][CH:30]=1)(=[O:28])[NH2:27].O.[O-]P([O-])([O-])=O.[K+].[K+].[K+].ClCCl.N#N.